Dataset: Peptide-MHC class I binding affinity with 185,985 pairs from IEDB/IMGT. Task: Regression. Given a peptide amino acid sequence and an MHC pseudo amino acid sequence, predict their binding affinity value. This is MHC class I binding data. (1) The peptide sequence is YIITCCLFA. The MHC is HLA-B18:01 with pseudo-sequence HLA-B18:01. The binding affinity (normalized) is 0.0847. (2) The peptide sequence is VLGEAWRDQV. The MHC is HLA-A02:01 with pseudo-sequence HLA-A02:01. The binding affinity (normalized) is 0.395. (3) The peptide sequence is YVHEGVSYEV. The MHC is HLA-A02:02 with pseudo-sequence HLA-A02:02. The binding affinity (normalized) is 0.764. (4) The peptide sequence is DVSRPTTVL. The MHC is HLA-A02:01 with pseudo-sequence HLA-A02:01. The binding affinity (normalized) is 0.